This data is from Catalyst prediction with 721,799 reactions and 888 catalyst types from USPTO. The task is: Predict which catalyst facilitates the given reaction. (1) Reactant: [O:1]([C:8]1[CH:13]=[CH:12][C:11]([C:14]2[C:28]([C:29]([NH2:31])=[O:30])=[C:17]3[NH:18][CH2:19][CH2:20][C@@H:21]([CH:22]4[CH2:27][CH2:26][NH:25][CH2:24][CH2:23]4)[N:16]3[N:15]=2)=[CH:10][CH:9]=1)[C:2]1[CH:7]=[CH:6][CH:5]=[CH:4][CH:3]=1.[C:32]([O:36][C:37]([NH:39][CH2:40][CH2:41][N:42]1[CH2:47][CH2:46][N:45]([CH2:48]/[CH:49]=[CH:50]/[C:51](O)=[O:52])[CH2:44][CH2:43]1)=[O:38])([CH3:35])([CH3:34])[CH3:33].CN(C(ON1N=NC2C=CC=NC1=2)=[N+](C)C)C.F[P-](F)(F)(F)(F)F.CCN(C(C)C)C(C)C. Product: [C:29]([C:28]1[C:14]([C:11]2[CH:10]=[CH:9][C:8]([O:1][C:2]3[CH:7]=[CH:6][CH:5]=[CH:4][CH:3]=3)=[CH:13][CH:12]=2)=[N:15][N:16]2[C@H:21]([CH:22]3[CH2:23][CH2:24][N:25]([C:51](=[O:52])/[CH:50]=[CH:49]/[CH2:48][N:45]4[CH2:46][CH2:47][N:42]([CH2:41][CH2:40][NH:39][C:37](=[O:38])[O:36][C:32]([CH3:33])([CH3:35])[CH3:34])[CH2:43][CH2:44]4)[CH2:26][CH2:27]3)[CH2:20][CH2:19][NH:18][C:17]=12)(=[O:30])[NH2:31]. The catalyst class is: 18. (2) Reactant: C1C=C(Cl)C=C(C(OO)=[O:9])C=1.[CH:12]1([NH:15][C:16]([C:18]2[CH:19]=[C:20]([F:38])[C:21]([CH3:37])=[C:22]([C:24]3[CH:36]=[CH:35][C:27]([C:28]([NH:30][CH2:31][CH:32]([CH3:34])[CH3:33])=[O:29])=[CH:26][N:25]=3)[CH:23]=2)=[O:17])[CH2:14][CH2:13]1. Product: [CH:12]1([NH:15][C:16]([C:18]2[CH:19]=[C:20]([F:38])[C:21]([CH3:37])=[C:22]([C:24]3[N+:25]([O-:9])=[CH:26][C:27]([C:28]([NH:30][CH2:31][CH:32]([CH3:34])[CH3:33])=[O:29])=[CH:35][CH:36]=3)[CH:23]=2)=[O:17])[CH2:14][CH2:13]1. The catalyst class is: 147.